From a dataset of Forward reaction prediction with 1.9M reactions from USPTO patents (1976-2016). Predict the product of the given reaction. (1) Given the reactants [NH2:1][CH:2]1[C:8](=[O:9])[NH:7][C:6]2[CH:10]=[CH:11][CH:12]=[CH:13][C:5]=2[NH:4][C:3]1=[O:14].[F:15][CH:16]([F:20])[C:17](O)=[O:18], predict the reaction product. The product is: [O:9]=[C:8]1[NH:7][C:6]2[CH:10]=[CH:11][CH:12]=[CH:13][C:5]=2[NH:4][C:3](=[O:14])[CH:2]1[NH:1][C:17](=[O:18])[CH:16]([F:20])[F:15]. (2) Given the reactants ClC(Cl)(Cl)CO[C:5](=[O:30])[NH:6][C:7]1[N:8]([C:16]2[N:17]=[CH:18][N:19]([CH2:21][CH2:22][O:23][CH:24]3[CH2:29][CH2:28][CH2:27][CH2:26][O:25]3)[CH:20]=2)[N:9]=[C:10]([C:12]([CH3:15])([CH3:14])[CH3:13])[CH:11]=1.C(C1C=C(NC([NH:53][C@@H:54]2[C:63]3[C:58](=[CH:59][CH:60]=[CH:61][CH:62]=3)[C@H:57]([O:64][C:65]3[CH:66]=[CH:67][C:68]4[N:69]([C:71]([N:74]5[CH2:79][CH2:78][CH2:77][CH2:76][CH2:75]5)=[N:72][N:73]=4)[CH:70]=3)[CH2:56][CH2:55]2)=O)N(C2C=CC(CO)=CC=2)N=1)(C)(C)C, predict the reaction product. The product is: [C:12]([C:10]1[CH:11]=[C:7]([NH:6][C:5]([NH:53][C@@H:54]2[C:63]3[C:58](=[CH:59][CH:60]=[CH:61][CH:62]=3)[C@H:57]([O:64][C:65]3[CH:66]=[CH:67][C:68]4[N:69]([C:71]([N:74]5[CH2:75][CH2:76][CH2:77][CH2:78][CH2:79]5)=[N:72][N:73]=4)[CH:70]=3)[CH2:56][CH2:55]2)=[O:30])[N:8]([C:16]2[N:17]=[CH:18][N:19]([CH2:21][CH2:22][O:23][CH:24]3[CH2:29][CH2:28][CH2:27][CH2:26][O:25]3)[CH:20]=2)[N:9]=1)([CH3:13])([CH3:14])[CH3:15]. (3) Given the reactants [CH2:1]([O:8][C@@H:9]1[C@@H:14]([O:15][CH2:16][C:17]2[CH:22]=[CH:21][CH:20]=[CH:19][CH:18]=2)[C@@H:13]([O:23][CH2:24][C:25]2[CH:30]=[CH:29][CH:28]=[CH:27][CH:26]=2)[C@@H:12]([CH2:31][O:32][CH2:33][C:34]2[CH:39]=[CH:38][CH:37]=[CH:36][CH:35]=2)[O:11][C@@:10]21[C:51]1[S:50][C:49]3[C:44](=[CH:45][CH:46]=[CH:47][C:48]=3[CH2:52]Cl)[C:43]=1[CH2:42][CH2:41][O:40]2)[C:2]1[CH:7]=[CH:6][CH:5]=[CH:4][CH:3]=1.[CH2:54]([C:56]1[CH:61]=[CH:60][C:59](B(O)O)=[CH:58][CH:57]=1)[CH3:55].P([O-])([O-])([O-])=O.[K+].[K+].[K+].C1(P(C2C=CC=CC=2)C2C=CC=CC=2)C=CC=CC=1.C1(C)C=CC=CC=1, predict the reaction product. The product is: [CH2:1]([O:8][C@@H:9]1[C@@H:14]([O:15][CH2:16][C:17]2[CH:22]=[CH:21][CH:20]=[CH:19][CH:18]=2)[C@@H:13]([O:23][CH2:24][C:25]2[CH:30]=[CH:29][CH:28]=[CH:27][CH:26]=2)[C@@H:12]([CH2:31][O:32][CH2:33][C:34]2[CH:39]=[CH:38][CH:37]=[CH:36][CH:35]=2)[O:11][C@@:10]21[C:51]1[S:50][C:49]3[C:44](=[CH:45][CH:46]=[CH:47][C:48]=3[CH2:52][C:59]3[CH:60]=[CH:61][C:56]([CH2:54][CH3:55])=[CH:57][CH:58]=3)[C:43]=1[CH2:42][CH2:41][O:40]2)[C:2]1[CH:7]=[CH:6][CH:5]=[CH:4][CH:3]=1. (4) Given the reactants [CH2:1]([N:3]1[CH:8]=[C:7]([C:9]2[C:10]([N:25]3[C:29]([CH3:30])=[CH:28][C:27]([C:31]([F:34])([F:33])[F:32])=[N:26]3)=[N:11][C:12]([NH:15][C:16]3[CH:21]=[C:20]([CH3:22])[CH:19]=[C:18]([O:23][CH3:24])[CH:17]=3)=[N:13][CH:14]=2)[CH:6]=[C:5]([C:35]([OH:37])=O)[C:4]1=[O:38])[CH3:2].[CH3:39][S:40]([NH2:43])(=[O:42])=[O:41].C(N(CC)CC)C.[I-].ClC1C=CC=C[N+]=1C, predict the reaction product. The product is: [CH2:1]([N:3]1[CH:8]=[C:7]([C:9]2[C:10]([N:25]3[C:29]([CH3:30])=[CH:28][C:27]([C:31]([F:33])([F:34])[F:32])=[N:26]3)=[N:11][C:12]([NH:15][C:16]3[CH:21]=[C:20]([CH3:22])[CH:19]=[C:18]([O:23][CH3:24])[CH:17]=3)=[N:13][CH:14]=2)[CH:6]=[C:5]([C:35]([NH:43][S:40]([CH3:39])(=[O:42])=[O:41])=[O:37])[C:4]1=[O:38])[CH3:2]. (5) Given the reactants Cl[S:2]([C:5]1[CH:6]=[C:7]([CH:11]=[CH:12][CH:13]=1)[C:8]([OH:10])=[O:9])(=[O:4])=[O:3].[CH2:14]([NH2:21])[C:15]1[CH:20]=[CH:19][CH:18]=[CH:17][CH:16]=1, predict the reaction product. The product is: [CH2:14]([NH:21][S:2]([C:5]1[CH:6]=[C:7]([CH:11]=[CH:12][CH:13]=1)[C:8]([OH:10])=[O:9])(=[O:4])=[O:3])[C:15]1[CH:20]=[CH:19][CH:18]=[CH:17][CH:16]=1.